This data is from Reaction yield outcomes from USPTO patents with 853,638 reactions. The task is: Predict the reaction yield, written as a fraction of the theoretical maximum amount of product (1.0 means a 100% yield; for example, 0.34 means a 34% yield). (1) The reactants are [NH:1]1[CH2:6][CH2:5][CH2:4][CH:3]([NH:7][C:8]([C:10]2[S:14][C:13]([C:15]3[CH:20]=[CH:19][C:18]([Cl:21])=[CH:17][CH:16]=3)=[N:12][C:11]=2[CH3:22])=[O:9])[CH2:2]1.F[C:24]1[CH:31]=[CH:30][CH:29]=[CH:28][C:25]=1[CH:26]=[O:27]. No catalyst specified. The product is [Cl:21][C:18]1[CH:17]=[CH:16][C:15]([C:13]2[S:14][C:10]([C:8]([NH:7][CH:3]3[CH2:4][CH2:5][CH2:6][N:1]([C:24]4[CH:31]=[CH:30][CH:29]=[CH:28][C:25]=4[CH:26]=[O:27])[CH2:2]3)=[O:9])=[C:11]([CH3:22])[N:12]=2)=[CH:20][CH:19]=1. The yield is 0.170. (2) The reactants are [CH3:1][C:2]1[CH:6]=[C:5]([N:7]2[CH2:11][CH2:10][N:9]([CH2:12][C:13]3[CH:18]=[CH:17][C:16]([C:19]([F:22])([F:21])[F:20])=[CH:15][CH:14]=3)[C:8]2=[O:23])[S:4][C:3]=1[C:24]([O:26]CC)=[O:25].[OH-].[Na+].Cl. The catalyst is C(O)C. The product is [CH3:1][C:2]1[CH:6]=[C:5]([N:7]2[CH2:11][CH2:10][N:9]([CH2:12][C:13]3[CH:14]=[CH:15][C:16]([C:19]([F:20])([F:21])[F:22])=[CH:17][CH:18]=3)[C:8]2=[O:23])[S:4][C:3]=1[C:24]([OH:26])=[O:25]. The yield is 0.910. (3) The product is [CH3:1][C:2]1[N:3]=[N:4][N:5]([CH2:7][C:8]([OH:10])=[O:9])[CH:6]=1. The yield is 0.950. The catalyst is O1CCCC1. The reactants are [CH3:1][C:2]1[N:3]=[N:4][N:5]([CH2:7][C:8]([O:10]CC)=[O:9])[CH:6]=1.CO.[OH-].[Li+].Cl. (4) The reactants are [Br:1][C:2]1[CH:21]=[CH:20][C:5]([CH2:6][CH:7]2[CH2:12][CH2:11][N:10](C(OC(C)(C)C)=O)[CH2:9][CH2:8]2)=[CH:4][CH:3]=1.C(Cl)Cl.C(O)(C(F)(F)F)=O. No catalyst specified. The product is [Br:1][C:2]1[CH:3]=[CH:4][C:5]([CH2:6][CH:7]2[CH2:8][CH2:9][NH:10][CH2:11][CH2:12]2)=[CH:20][CH:21]=1. The yield is 0.930. (5) The reactants are [CH3:1][O:2][C:3]1[C:10]([C:11]2[S:12][CH:13]=[CH:14][CH:15]=2)=[CH:9][C:6]([CH:7]=O)=[C:5]([O:16][CH2:17][C:18]2[CH:23]=[CH:22][CH:21]=[CH:20][N:19]=2)[CH:4]=1.[C:24]([C:27]1[CH:32]=[CH:31][C:30]([S:33]([NH2:36])(=[O:35])=[O:34])=[CH:29][CH:28]=1)(=[O:26])[CH3:25]. No catalyst specified. The product is [CH3:1][O:2][C:3]1[C:10]([C:11]2[S:12][CH:13]=[CH:14][CH:15]=2)=[CH:9][C:6](/[CH:7]=[CH:25]/[C:24]([C:27]2[CH:28]=[CH:29][C:30]([S:33]([NH2:36])(=[O:35])=[O:34])=[CH:31][CH:32]=2)=[O:26])=[C:5]([O:16][CH2:17][C:18]2[CH:23]=[CH:22][CH:21]=[CH:20][N:19]=2)[CH:4]=1. The yield is 0.900. (6) The reactants are [CH2:1]([N:8]1[CH2:13][CH2:12][O:11][C:10](=[O:14])[C@H:9]1[C:15]1[CH:20]=[CH:19][CH:18]=[CH:17][CH:16]=1)[C:2]1[CH:7]=[CH:6][CH:5]=[CH:4][CH:3]=1.CC(C[AlH]CC(C)C)C. The catalyst is C(Cl)Cl.C1(C)C=CC=CC=1. The product is [CH2:1]([N:8]1[CH2:13][CH2:12][O:11][C@H:10]([OH:14])[C@H:9]1[C:15]1[CH:20]=[CH:19][CH:18]=[CH:17][CH:16]=1)[C:2]1[CH:3]=[CH:4][CH:5]=[CH:6][CH:7]=1. The yield is 0.880. (7) The reactants are [CH3:1][C:2]1[CH:7]=[C:6]([N+:8]([O-:10])=[O:9])[CH:5]=[CH:4][C:3]=1[OH:11].[CH3:12][C:13]1([CH3:16])[CH2:15][O:14]1.C([O-])([O-])=O.[K+].[K+]. The catalyst is CC#N.O.C([O-])(O)=O.[Na+]. The product is [CH3:12][C:13]([OH:14])([CH3:16])[CH2:15][O:11][C:3]1[CH:4]=[CH:5][C:6]([N+:8]([O-:10])=[O:9])=[CH:7][C:2]=1[CH3:1]. The yield is 0.900. (8) The reactants are C([O:3][C:4]([C:6]1[C:14]2[CH2:13][CH2:12][N:11]([C:15]([O:17][C:18]([CH3:21])([CH3:20])[CH3:19])=[O:16])[CH2:10][C:9]=2[S:8][C:7]=1[NH2:22])=O)C.C(O)(=O)C.[CH:27](N)=[NH:28]. The catalyst is CN(C=O)C. The product is [C:18]([O:17][C:15]([N:11]1[CH2:10][C:9]2[S:8][C:7]3[N:22]=[CH:27][NH:28][C:4](=[O:3])[C:6]=3[C:14]=2[CH2:13][CH2:12]1)=[O:16])([CH3:21])([CH3:20])[CH3:19]. The yield is 0.906. (9) The reactants are [NH2:1][C:2]1[CH:27]=[CH:26][C:5]([O:6][C:7]2[CH:8]=[C:9]([CH:23]=[CH:24][CH:25]=2)[C:10]([NH:12][C:13]2[CH:18]=[CH:17][C:16]([C:19]([F:22])([F:21])[F:20])=[CH:15][CH:14]=2)=[O:11])=[CH:4][CH:3]=1.[S-:28][C:29]#[N:30].[K+].BrBr. The catalyst is C(O)(=O)C. The product is [NH2:30][C:29]1[S:28][C:27]2[CH:26]=[C:5]([O:6][C:7]3[CH:8]=[C:9]([CH:23]=[CH:24][CH:25]=3)[C:10]([NH:12][C:13]3[CH:18]=[CH:17][C:16]([C:19]([F:20])([F:21])[F:22])=[CH:15][CH:14]=3)=[O:11])[CH:4]=[CH:3][C:2]=2[N:1]=1. The yield is 0.680.